This data is from CYP2C9 inhibition data for predicting drug metabolism from PubChem BioAssay. The task is: Regression/Classification. Given a drug SMILES string, predict its absorption, distribution, metabolism, or excretion properties. Task type varies by dataset: regression for continuous measurements (e.g., permeability, clearance, half-life) or binary classification for categorical outcomes (e.g., BBB penetration, CYP inhibition). Dataset: cyp2c9_veith. (1) The compound is NNC(=O)CNC(c1ccccc1)c1cc(Br)ccc1NC(=O)c1ccccc1Br. The result is 1 (inhibitor). (2) The drug is COc1cccc(-c2cncnc2NCc2cccc(C)c2)c1. The result is 0 (non-inhibitor). (3) The compound is O=C1CCCc2ccccc2N1Cc1cccc(Cl)c1. The result is 1 (inhibitor). (4) The molecule is Cc1cc(Cn2cnc3c2C[C@@H](C(=O)O)N(C(=O)C(c2ccccc2)c2ccccc2)C3)ccc1N(C)C.O=C(O)C(F)(F)F.O=C(O)C(F)(F)F. The result is 1 (inhibitor).